Task: Predict the reaction yield, written as a fraction of the theoretical maximum amount of product (1.0 means a 100% yield; for example, 0.34 means a 34% yield).. Dataset: Reaction yield outcomes from USPTO patents with 853,638 reactions (1) The reactants are C[O:2][C:3](=[O:24])[C:4]1[CH:9]=[CH:8][C:7]([C:10]#[C:11][C:12]2[CH:17]=[CH:16][C:15]([CH2:18][NH:19][CH2:20][CH2:21][O:22][CH3:23])=[CH:14][CH:13]=2)=[CH:6][CH:5]=1.CCN(C(C)C)C(C)C.[CH3:34][C:35]([O:38][C:39](O[C:39]([O:38][C:35]([CH3:37])([CH3:36])[CH3:34])=[O:40])=[O:40])([CH3:37])[CH3:36].[OH-].[Na+].OP(O)(O)=O. The catalyst is C(Cl)(Cl)Cl.O. The product is [C:35]([O:38][C:39]([N:19]([CH2:18][C:15]1[CH:16]=[CH:17][C:12]([C:11]#[C:10][C:7]2[CH:8]=[CH:9][C:4]([C:3]([OH:2])=[O:24])=[CH:5][CH:6]=2)=[CH:13][CH:14]=1)[CH2:20][CH2:21][O:22][CH3:23])=[O:40])([CH3:37])([CH3:36])[CH3:34]. The yield is 1.06. (2) The yield is 0.710. The catalyst is N1C2C(=CC=CC=2)C=CC=1.[Cu]. The reactants are [CH2:1]([S:8][C:9]1[C:10]([O:21][CH3:22])=[C:11](C(O)=O)[S:12][C:13]=1[C:14]([F:17])([F:16])[F:15])[C:2]1[CH:7]=[CH:6][CH:5]=[CH:4][CH:3]=1. The product is [CH2:1]([S:8][C:9]1[C:10]([O:21][CH3:22])=[CH:11][S:12][C:13]=1[C:14]([F:17])([F:16])[F:15])[C:2]1[CH:3]=[CH:4][CH:5]=[CH:6][CH:7]=1. (3) The reactants are [Br:1][C:2]1[CH:6]=[N:5][N:4]([CH3:7])[C:3]=1[C:8]1[CH:9]=[C:10]([NH:16][C:17]([NH:19][C:20]2[CH:25]=[CH:24][C:23]([F:26])=[CH:22][C:21]=2[F:27])=[O:18])[CH:11]=[CH:12][C:13]=1[O:14]C.[Al+3].[Cl-].[Cl-].[Cl-].CCOC(C)=O.C(C(C(C([O-])=O)O)O)([O-])=O.[Na+].[K+]. The catalyst is C(Cl)Cl. The product is [Br:1][C:2]1[CH:6]=[N:5][N:4]([CH3:7])[C:3]=1[C:8]1[CH:9]=[C:10]([NH:16][C:17]([NH:19][C:20]2[CH:25]=[CH:24][C:23]([F:26])=[CH:22][C:21]=2[F:27])=[O:18])[CH:11]=[CH:12][C:13]=1[OH:14]. The yield is 1.00. (4) The reactants are F[C:2]1[CH:8]=[CH:7][CH:6]=[CH:5][C:3]=1N.[C:9]([N:12]1[C:21]2[C:16](=[CH:17][CH:18]=[CH:19][C:20]=2[F:22])[C@H:15]([OH:23])[CH2:14][C@@H:13]1[CH3:24])(=[O:11])[CH3:10]. No catalyst specified. The product is [C:9]([N:12]1[C:21]2[C:16](=[CH:17][CH:18]=[CH:19][C:20]=2[F:22])[C@H:15]([O:23][C:2]2[CH:8]=[CH:7][CH:6]=[CH:5][CH:3]=2)[CH2:14][C@@H:13]1[CH3:24])(=[O:11])[CH3:10]. The yield is 0.390.